Dataset: Aqueous solubility values for 9,982 compounds from the AqSolDB database. Task: Regression/Classification. Given a drug SMILES string, predict its absorption, distribution, metabolism, or excretion properties. Task type varies by dataset: regression for continuous measurements (e.g., permeability, clearance, half-life) or binary classification for categorical outcomes (e.g., BBB penetration, CYP inhibition). For this dataset (solubility_aqsoldb), we predict Y. The Y is -5.17 log mol/L. The molecule is Nc1nc(=O)c2[nH]c(=O)c(=O)[nH]c2[nH]1.